Dataset: Forward reaction prediction with 1.9M reactions from USPTO patents (1976-2016). Task: Predict the product of the given reaction. (1) Given the reactants [F:1][C:2]1[CH:10]=[CH:9][C:5]([C:6](Cl)=[O:7])=[CH:4][CH:3]=1.[NH2:11][C:12]1[CH:24]=[C:23]([C:25]2[CH:30]=[CH:29][C:28]([F:31])=[CH:27][C:26]=2[F:32])[CH:22]=[CH:21][C:13]=1[C:14]([O:16][C:17]([CH3:20])([CH3:19])[CH3:18])=[O:15].C(=O)([O-])O.[Na+], predict the reaction product. The product is: [F:32][C:26]1[CH:27]=[C:28]([F:31])[CH:29]=[CH:30][C:25]=1[C:23]1[CH:22]=[CH:21][C:13]([C:14]([O:16][C:17]([CH3:19])([CH3:20])[CH3:18])=[O:15])=[C:12]([NH:11][C:6](=[O:7])[C:5]2[CH:9]=[CH:10][C:2]([F:1])=[CH:3][CH:4]=2)[CH:24]=1. (2) Given the reactants [CH2:1]([O:3][C:4](=[O:22])[C:5]1[CH:10]=[C:9]([S:11]CC2C=CC(OC)=CC=2)[CH:8]=[C:7]([F:21])[CH:6]=1)[CH3:2], predict the reaction product. The product is: [CH2:1]([O:3][C:4](=[O:22])[C:5]1[CH:10]=[C:9]([SH:11])[CH:8]=[C:7]([F:21])[CH:6]=1)[CH3:2]. (3) Given the reactants Cl.[Cl:2][C:3]1[C:11]2[NH:10][C:9]3[CH2:12][CH2:13][NH:14][CH2:15][C:8]=3[C:7]=2[C:6]([CH3:16])=[C:5]([F:17])[CH:4]=1.[C:18](O[C:18]([O:20][C:21]([CH3:24])([CH3:23])[CH3:22])=[O:19])([O:20][C:21]([CH3:24])([CH3:23])[CH3:22])=[O:19].[OH-].[Na+], predict the reaction product. The product is: [C:21]([O:20][C:18]([N:14]1[CH2:13][CH2:12][C:9]2[NH:10][C:11]3[C:3]([Cl:2])=[CH:4][C:5]([F:17])=[C:6]([CH3:16])[C:7]=3[C:8]=2[CH2:15]1)=[O:19])([CH3:24])([CH3:23])[CH3:22]. (4) The product is: [CH3:21][C:20]1[CH:22]=[CH:23][C:17]([S:14]([O:13][CH2:12][C:3]2[C:4]([C:8]([F:10])([F:11])[F:9])=[CH:5][CH:6]=[CH:7][C:2]=2[Cl:1])(=[O:16])=[O:15])=[CH:18][CH:19]=1. Given the reactants [Cl:1][C:2]1[CH:7]=[CH:6][CH:5]=[C:4]([C:8]([F:11])([F:10])[F:9])[C:3]=1[CH2:12][OH:13].[S:14](Cl)([C:17]1[CH:23]=[CH:22][C:20]([CH3:21])=[CH:19][CH:18]=1)(=[O:16])=[O:15].CCN(CC)CC, predict the reaction product. (5) Given the reactants [S:1]1[CH:5]=[CH:4][CH:3]=[C:2]1[C:6]1([C:9]#[N:10])[CH2:8][CH2:7]1.[ClH:11], predict the reaction product. The product is: [ClH:11].[S:1]1[CH:5]=[CH:4][CH:3]=[C:2]1[C:6]1([CH2:9][NH2:10])[CH2:8][CH2:7]1. (6) The product is: [C:13]([C:15]1[CH:22]=[CH:21][C:18]([CH2:19][N:5]2[CH:4]=[CH:3][C:2](=[O:1])[C:7]([C:8]([OH:10])=[O:9])=[CH:6]2)=[CH:17][CH:16]=1)#[N:14]. Given the reactants [OH:1][C:2]1[C:7]([C:8]([OH:10])=[O:9])=[CH:6][N:5]=[CH:4][CH:3]=1.[H-].[Na+].[C:13]([C:15]1[CH:22]=[CH:21][C:18]([CH2:19]Br)=[CH:17][CH:16]=1)#[N:14], predict the reaction product.